This data is from TCR-epitope binding with 47,182 pairs between 192 epitopes and 23,139 TCRs. The task is: Binary Classification. Given a T-cell receptor sequence (or CDR3 region) and an epitope sequence, predict whether binding occurs between them. The epitope is KAYNVTQAF. The TCR CDR3 sequence is CASKLGQAQFF. Result: 1 (the TCR binds to the epitope).